The task is: Regression. Given two drug SMILES strings and cell line genomic features, predict the synergy score measuring deviation from expected non-interaction effect.. This data is from NCI-60 drug combinations with 297,098 pairs across 59 cell lines. Drug 2: CC1=C(C=C(C=C1)NC(=O)C2=CC=C(C=C2)CN3CCN(CC3)C)NC4=NC=CC(=N4)C5=CN=CC=C5. Drug 1: C1C(C(OC1N2C=NC3=C(N=C(N=C32)Cl)N)CO)O. Synergy scores: CSS=-1.22, Synergy_ZIP=-1.73, Synergy_Bliss=-1.32, Synergy_Loewe=-6.34, Synergy_HSA=-4.25. Cell line: MCF7.